Dataset: Catalyst prediction with 721,799 reactions and 888 catalyst types from USPTO. Task: Predict which catalyst facilitates the given reaction. (1) Reactant: Cl.C[O:3][C:4]1[CH:5]=[C:6]2[C:11](=[CH:12][CH:13]=1)[C:10]([O:14][C:15]1[CH:29]=[CH:28][C:18]([O:19][CH2:20][CH2:21][N:22]3[CH2:27][CH2:26][CH2:25][CH2:24][CH2:23]3)=[CH:17][CH:16]=1)=[C:9]([C:30]1[S:31][C:32]([CH3:35])=[CH:33][CH:34]=1)[CH:8]=[CH:7]2.B(Br)(Br)Br.Cl. Product: [CH3:35][C:32]1[S:31][C:30]([C:9]2[C:10]([O:14][C:15]3[CH:29]=[CH:28][C:18]([O:19][CH2:20][CH2:21][N:22]4[CH2:27][CH2:26][CH2:25][CH2:24][CH2:23]4)=[CH:17][CH:16]=3)=[C:11]3[C:6](=[CH:7][CH:8]=2)[CH:5]=[C:4]([OH:3])[CH:13]=[CH:12]3)=[CH:34][CH:33]=1. The catalyst class is: 98. (2) Reactant: [Cl:1][C:2]1[CH:7]=[CH:6][C:5]([CH:8]([C:36]2[CH:41]=[CH:40][C:39]([Cl:42])=[CH:38][CH:37]=2)[C:9]2[CH:10]=[C:11]3[C:16](=[CH:17][CH:18]=2)[N:15]=[C:14]([OH:19])[CH:13]=[C:12]3[NH:20][CH:21]2[CH2:26][CH2:25][N:24]([C:27](=[O:35])[CH2:28][CH2:29][C:30]([O:32]CC)=[O:31])[CH2:23][CH2:22]2)=[CH:4][CH:3]=1.[OH-].[Na+]. Product: [Cl:1][C:2]1[CH:7]=[CH:6][C:5]([CH:8]([C:36]2[CH:37]=[CH:38][C:39]([Cl:42])=[CH:40][CH:41]=2)[C:9]2[CH:10]=[C:11]3[C:16](=[CH:17][CH:18]=2)[NH:15][C:14](=[O:19])[CH:13]=[C:12]3[NH:20][CH:21]2[CH2:26][CH2:25][N:24]([C:27](=[O:35])[CH2:28][CH2:29][C:30]([OH:32])=[O:31])[CH2:23][CH2:22]2)=[CH:4][CH:3]=1. The catalyst class is: 8. (3) Reactant: [C:1]([O:5][CH:6]([C:11]1[N:16]([CH3:17])[C:15](=[O:18])[C:14]2[S:19][C:20]3[CH2:25][CH2:24][CH2:23][CH2:22][C:21]=3[C:13]=2[C:12]=1[C:26]1[C:27]([CH3:36])=[C:28]2[C:33](=[CH:34][CH:35]=1)[O:32][CH2:31][CH2:30][CH2:29]2)[C:7]([O:9]C)=[O:8])([CH3:4])([CH3:3])[CH3:2].O.[OH-].[Li+].Cl. Product: [C:1]([O:5][CH:6]([C:11]1[N:16]([CH3:17])[C:15](=[O:18])[C:14]2[S:19][C:20]3[CH2:25][CH2:24][CH2:23][CH2:22][C:21]=3[C:13]=2[C:12]=1[C:26]1[C:27]([CH3:36])=[C:28]2[C:33](=[CH:34][CH:35]=1)[O:32][CH2:31][CH2:30][CH2:29]2)[C:7]([OH:9])=[O:8])([CH3:4])([CH3:3])[CH3:2]. The catalyst class is: 30. (4) Reactant: Cl.[CH2:2]1[C:8]2=[CH:9][C:10]3[CH:11]=[CH:12][CH:13]=[CH:14][C:15]=3[N:7]2[CH2:6][CH2:5][NH:4][CH2:3]1.C(N(CC)CC)C.[F:23][C:24]([F:35])([F:34])[C:25](O[C:25](=[O:26])[C:24]([F:35])([F:34])[F:23])=[O:26]. Product: [F:23][C:24]([F:35])([F:34])[C:25]([N:4]1[CH2:3][CH2:2][C:8]2=[CH:9][C:10]3[CH:11]=[CH:12][CH:13]=[CH:14][C:15]=3[N:7]2[CH2:6][CH2:5]1)=[O:26]. The catalyst class is: 4. (5) Reactant: Cl[CH2:2][C:3]1[N:13]2[C:14]3[C:9]([CH2:10][CH2:11][CH2:12]2)=[CH:8][CH:7]=[CH:6][C:5]=3[N:4]=1.[C-:15]#[N:16].[K+]. Product: [N:4]1[C:5]2=[C:14]3[C:9](=[CH:8][CH:7]=[CH:6]2)[CH2:10][CH2:11][CH2:12][N:13]3[C:3]=1[CH2:2][C:15]#[N:16]. The catalyst class is: 88.